From a dataset of Catalyst prediction with 721,799 reactions and 888 catalyst types from USPTO. Predict which catalyst facilitates the given reaction. (1) Reactant: [C:1]([O:4][CH2:5][C@H:6]1[CH2:11][O:10][C@@H:9]([C:12]2[CH:17]=[CH:16][N:15]=[CH:14][C:13]=2[N+:18]([O-])=O)[O:8][CH2:7]1)(=[O:3])[CH3:2]. Product: [C:1]([O:4][CH2:5][C@H:6]1[CH2:7][O:8][C@@H:9]([C:12]2[CH:17]=[CH:16][N:15]=[CH:14][C:13]=2[NH2:18])[O:10][CH2:11]1)(=[O:3])[CH3:2]. The catalyst class is: 105. (2) Reactant: [N:1]([CH2:4][C@@H:5]([NH:15][C:16]([C:18]1[S:19][C:20]([C:23]2[C:24]3[C@H:31]([CH3:32])[CH2:30][CH2:29][C:25]=3[N:26]=[CH:27][N:28]=2)=[CH:21][CH:22]=1)=[O:17])[CH2:6][C:7]1[CH:12]=[CH:11][C:10]([Cl:13])=[CH:9][C:8]=1[Cl:14])=[N+]=[N-]. Product: [NH2:1][CH2:4][C@@H:5]([NH:15][C:16]([C:18]1[S:19][C:20]([C:23]2[C:24]3[C@H:31]([CH3:32])[CH2:30][CH2:29][C:25]=3[N:26]=[CH:27][N:28]=2)=[CH:21][CH:22]=1)=[O:17])[CH2:6][C:7]1[CH:12]=[CH:11][C:10]([Cl:13])=[CH:9][C:8]=1[Cl:14]. The catalyst class is: 19. (3) Reactant: [Al].[CH3:2][C:3]1[CH:8]=[C:7]([CH3:9])[CH:6]=[C:5]([CH3:10])[C:4]=1[C:11]1[CH:16]=[CH:15][CH:14]=[CH:13][CH:12]=1.[Br-:17].[Li+].[B-](F)(F)(F)F.[B-](F)(F)(F)F.C1[N+]2(CCl)CC[N+](F)(CC2)C1. Product: [Br:17][C:8]1[C:3]([CH3:2])=[C:4]([C:11]2[CH:16]=[CH:15][CH:14]=[CH:13][CH:12]=2)[C:5]([CH3:10])=[CH:6][C:7]=1[CH3:9]. The catalyst class is: 10. (4) Reactant: [OH:1][C:2]1[CH:32]=[CH:31][C:5]([CH2:6][NH:7][C:8]2[N:13]=[C:12]([O:14][CH2:15][C:16]([F:19])([F:18])[F:17])[N:11]=[C:10]([NH:20][C:21]3[CH:30]=[CH:29][C:24]([C:25]([O:27][CH3:28])=[O:26])=[CH:23][CH:22]=3)[N:9]=2)=[CH:4][CH:3]=1.Br[CH2:34][CH2:35][CH:36]=[CH2:37].C(=O)([O-])[O-].[K+].[K+]. Product: [CH2:37]([O:1][C:2]1[CH:32]=[CH:31][C:5]([CH2:6][NH:7][C:8]2[N:13]=[C:12]([O:14][CH2:15][C:16]([F:19])([F:18])[F:17])[N:11]=[C:10]([NH:20][C:21]3[CH:30]=[CH:29][C:24]([C:25]([O:27][CH3:28])=[O:26])=[CH:23][CH:22]=3)[N:9]=2)=[CH:4][CH:3]=1)[CH2:36][CH:35]=[CH2:34]. The catalyst class is: 31. (5) Reactant: [C:1]([O:5][C:6]([NH:8][CH:9]([CH2:13][CH2:14][C:15]([N:17]1[CH2:21][CH2:20][CH2:19][C@H:18]1[CH2:22][O:23][CH3:24])=[O:16])[C:10]([OH:12])=O)=[O:7])([CH3:4])([CH3:3])[CH3:2].[NH:25]1[CH2:32][CH2:31][CH2:30][C@H:26]1[C:27]([NH2:29])=[O:28].C1C=C2N=NN(O)C2=CC=1.O.C(Cl)CCl. Product: [C:27]([C@@H:26]1[CH2:30][CH2:31][CH2:32][N:25]1[C:10](=[O:12])[CH:9]([NH:8][C:6](=[O:7])[O:5][C:1]([CH3:2])([CH3:3])[CH3:4])[CH2:13][CH2:14][C:15]([N:17]1[CH2:21][CH2:20][CH2:19][C@H:18]1[CH2:22][O:23][CH3:24])=[O:16])(=[O:28])[NH2:29]. The catalyst class is: 2.